From a dataset of Full USPTO retrosynthesis dataset with 1.9M reactions from patents (1976-2016). Predict the reactants needed to synthesize the given product. (1) Given the product [C:1]([C:3]1[CH:11]=[C:10]2[C:6]([C:7]([CH:14]([CH2:39][CH3:42])[C:15]3[CH:20]=[CH:19][C:18]([C:21](=[O:28])[NH:22][CH2:23][C:24](=[O:27])[NH:25][CH3:26])=[CH:17][C:16]=3[C:29]3[C:30]([C:36]([OH:38])=[O:37])=[CH:31][C:32]([CH3:35])=[CH:33][CH:34]=3)=[CH:8][NH:9]2)=[CH:5][CH:4]=1)(=[NH:2])[NH2:81], predict the reactants needed to synthesize it. The reactants are: [C:1]([C:3]1[CH:11]=[C:10]2[C:6]([C:7]([CH2:14][C:15]3[CH:20]=[CH:19][C:18]([C:21](=[O:28])[NH:22][CH2:23][C:24](=[O:27])[NH:25][CH3:26])=[CH:17][C:16]=3[C:29]3[C:30]([C:36]([OH:38])=[O:37])=[CH:31][C:32]([CH3:35])=[CH:33][CH:34]=3)=[CH:8][N:9]2CC)=[CH:5][CH:4]=1)#[N:2].[C:39]([C:42]1C=C2C(C(CC3C=CC(C(=O)NCC4C=NC=CC=4)=CC=3C3C(C(O)=O)=CC(C)=CC=3)=CN2CC)=CC=1)(=N)N.C[NH:81]C(=O)CN.CN1CCOCC1.CN([P+](ON1N=NC2C=CC=CC1=2)(N(C)C)N(C)C)C.F[P-](F)(F)(F)(F)F. (2) Given the product [NH2:11][C:12]1[CH:30]=[CH:29][C:15]2[C:16]3[C:24]([O:25][CH:26]([F:28])[F:27])=[CH:23][CH:22]=[CH:21][C:17]=3[O:18][CH:19]([OH:20])[C:14]=2[CH:13]=1, predict the reactants needed to synthesize it. The reactants are: C(OC([NH:11][C:12]1[CH:30]=[CH:29][C:15]2[C:16]3[C:24]([O:25][CH:26]([F:28])[F:27])=[CH:23][CH:22]=[CH:21][C:17]=3[O:18][CH:19]([OH:20])[C:14]=2[C:13]=1Br)=O)C1C=CC=CC=1. (3) Given the product [Cl:26][C:21]1[CH:22]=[CH:23][CH:24]=[CH:25][C:20]=1[C@H:18]([O:17][C:11]1[CH:10]=[C:9]([N:6]2[C:5]3[CH:27]=[CH:28][C:2]([B:29]4[O:33][C:32]([CH3:35])([CH3:34])[C:31]([CH3:37])([CH3:36])[O:30]4)=[CH:3][C:4]=3[N:8]=[CH:7]2)[S:13][C:12]=1[C:14]([NH2:16])=[O:15])[CH3:19], predict the reactants needed to synthesize it. The reactants are: Br[C:2]1[CH:28]=[CH:27][C:5]2[N:6]([C:9]3[S:13][C:12]([C:14]([NH2:16])=[O:15])=[C:11]([O:17][C@@H:18]([C:20]4[CH:25]=[CH:24][CH:23]=[CH:22][C:21]=4[Cl:26])[CH3:19])[CH:10]=3)[CH:7]=[N:8][C:4]=2[CH:3]=1.[B:29]1([B:29]2[O:33][C:32]([CH3:35])([CH3:34])[C:31]([CH3:37])([CH3:36])[O:30]2)[O:33][C:32]([CH3:35])([CH3:34])[C:31]([CH3:37])([CH3:36])[O:30]1.C([O-])(=O)C.[K+]. (4) Given the product [C:1]([O:5][C:6]([N:8]1[CH2:13][CH2:12][CH:11]([C:14](=[O:16])[CH2:15][C:34](=[O:35])[CH2:33][C:27]2[CH:32]=[CH:31][CH:30]=[CH:29][CH:28]=2)[CH2:10][CH2:9]1)=[O:7])([CH3:4])([CH3:2])[CH3:3], predict the reactants needed to synthesize it. The reactants are: [C:1]([O:5][C:6]([N:8]1[CH2:13][CH2:12][CH:11]([C:14](=[O:16])[CH3:15])[CH2:10][CH2:9]1)=[O:7])([CH3:4])([CH3:3])[CH3:2].C[Si](C)(C)N[Si](C)(C)C.[Li].[C:27]1([CH2:33][C:34](OC)=[O:35])[CH:32]=[CH:31][CH:30]=[CH:29][CH:28]=1. (5) The reactants are: OC1(C[N:16]2[C:21](=[O:22])[C:20]3[CH:23]=[CH:24][N:25]=[CH:26][C:19]=3[N:18]=[CH:17]2)CCN(C(OC(C)(C)C)=O)CC1.[F:27][C:28]([F:33])([F:32])[C:29]([OH:31])=[O:30]. Given the product [F:27][C:28]([F:33])([F:32])[C:29]([OH:31])=[O:30].[N:18]1[C:19]2[CH:26]=[N:25][CH:24]=[CH:23][C:20]=2[C:21](=[O:22])[NH:16][CH:17]=1, predict the reactants needed to synthesize it. (6) Given the product [C:34]([O:33][C:31]([NH:30][C@H:3]1[C@@H:2]([NH:1][C:48]([O:50][CH3:51])=[O:49])[C@@H:7]([CH3:8])[CH2:6][N:5]([C:9]2[CH:14]=[CH:13][N:12]=[CH:11][C:10]=2[N:15]([C:23]([O:25][C:26]([CH3:27])([CH3:29])[CH3:28])=[O:24])[C:16]([O:18][C:19]([CH3:20])([CH3:21])[CH3:22])=[O:17])[CH2:4]1)=[O:32])([CH3:36])([CH3:35])[CH3:37], predict the reactants needed to synthesize it. The reactants are: [NH2:1][C@H:2]1[C@@H:7]([CH3:8])[CH2:6][N:5]([C:9]2[CH:14]=[CH:13][N:12]=[CH:11][C:10]=2[N:15]([C:23]([O:25][C:26]([CH3:29])([CH3:28])[CH3:27])=[O:24])[C:16]([O:18][C:19]([CH3:22])([CH3:21])[CH3:20])=[O:17])[CH2:4][C@H:3]1[NH:30][C:31]([O:33][C:34]([CH3:37])([CH3:36])[CH3:35])=[O:32].CCN(C(C)C)C(C)C.Cl[C:48]([O:50][CH3:51])=[O:49].C([O-])([O-])=O.[Na+].[Na+].O.